This data is from Reaction yield outcomes from USPTO patents with 853,638 reactions. The task is: Predict the reaction yield, written as a fraction of the theoretical maximum amount of product (1.0 means a 100% yield; for example, 0.34 means a 34% yield). (1) The reactants are [CH3:1][O:2][C:3](=[O:21])[CH:4]([C:9]1[C:14]([N+:15]([O-:17])=[O:16])=[CH:13][CH:12]=[CH:11][C:10]=1[N+:18]([O-:20])=[O:19])C(OC)=O.Cl(O)(=O)(=O)=O.C(OCC)(=O)C.CO. The catalyst is C(O)(=O)C. The product is [CH3:1][O:2][C:3](=[O:21])[CH2:4][C:9]1[C:14]([N+:15]([O-:17])=[O:16])=[CH:13][CH:12]=[CH:11][C:10]=1[N+:18]([O-:20])=[O:19]. The yield is 0.890. (2) The catalyst is C1COCC1.C1(C)C=CC=CC=1.C1COCC1. The reactants are [CH3:1][Mg]Br.[F:4][C:5]1[C:27]([CH:28]=[O:29])=[CH:26][C:8]2[C:9]3[N:13]([CH2:14][CH2:15][O:16][C:7]=2[CH:6]=1)[CH:12]=[C:11]([C:17]1[N:18]([CH:23]([CH3:25])[CH3:24])[N:19]=[C:20]([CH3:22])[N:21]=1)[N:10]=3. The product is [F:4][C:5]1[C:27]([CH:28]([OH:29])[CH3:1])=[CH:26][C:8]2[C:9]3[N:13]([CH2:14][CH2:15][O:16][C:7]=2[CH:6]=1)[CH:12]=[C:11]([C:17]1[N:18]([CH:23]([CH3:25])[CH3:24])[N:19]=[C:20]([CH3:22])[N:21]=1)[N:10]=3. The yield is 0.340. (3) The reactants are [N:1]1([S:7]([NH:10][C:11]([C:13]2[CH2:17][CH:16]([C:18]3[CH:23]=[CH:22][CH:21]=[CH:20][CH:19]=3)[N:15]([C:24]3[CH:29]=[CH:28][C:27]([Cl:30])=[CH:26][CH:25]=3)[N:14]=2)=O)(=[O:9])=[O:8])[CH2:6][CH2:5][CH2:4][CH2:3][CH2:2]1.P(Cl)(Cl)(Cl)(Cl)Cl.Cl.C[CH2:39][N:40](C(C)C)C(C)C. The catalyst is ClC1C=CC=CC=1. The product is [N:1]1([S:7]([NH:10][C:11]([C:13]2[CH2:17][CH:16]([C:18]3[CH:23]=[CH:22][CH:21]=[CH:20][CH:19]=3)[N:15]([C:24]3[CH:29]=[CH:28][C:27]([Cl:30])=[CH:26][CH:25]=3)[N:14]=2)=[N:40][CH3:39])(=[O:9])=[O:8])[CH2:6][CH2:5][CH2:4][CH2:3][CH2:2]1. The yield is 0.490. (4) The reactants are C([O:3][C:4](=[O:25])[CH:5]([N:10]([CH2:18][C:19]1[CH:24]=[CH:23][CH:22]=[CH:21][CH:20]=1)[CH2:11][C:12]1[CH:17]=[CH:16][CH:15]=[CH:14][CH:13]=1)[C:6]([OH:9])([CH3:8])[CH3:7])C.[OH-].[K+].P([O-])(O)(O)=O.[Na+]. The catalyst is CO.O. The product is [CH2:18]([N:10]([CH2:11][C:12]1[CH:13]=[CH:14][CH:15]=[CH:16][CH:17]=1)[CH:5]([C:6]([OH:9])([CH3:8])[CH3:7])[C:4]([OH:25])=[O:3])[C:19]1[CH:20]=[CH:21][CH:22]=[CH:23][CH:24]=1. The yield is 0.530. (5) The reactants are [F-].[K+].Br[CH:4]([CH3:9])[C:5](OC)=[O:6].[NH2:10][C:11]1[CH:16]=[CH:15][C:14]([N+:17]([O-:19])=[O:18])=[CH:13][C:12]=1[OH:20]. The catalyst is CN(C=O)C. The product is [CH3:9][CH:4]1[C:5](=[O:6])[NH:10][C:11]2[CH:16]=[CH:15][C:14]([N+:17]([O-:19])=[O:18])=[CH:13][C:12]=2[O:20]1. The yield is 0.750.